From a dataset of Forward reaction prediction with 1.9M reactions from USPTO patents (1976-2016). Predict the product of the given reaction. (1) Given the reactants [Br:1][C:2]1[CH:7]=[CH:6][C:5]([N:8]2[C:12](=[O:13])[NH:11][N:10]=[CH:9]2)=[C:4]([F:14])[CH:3]=1.C(=O)([O-])[O-].[K+].[K+].Cl[CH2:22][C:23]#[N:24], predict the reaction product. The product is: [Br:1][C:2]1[CH:7]=[CH:6][C:5]([N:8]2[C:12](=[O:13])[N:11]([CH2:22][C:23]#[N:24])[N:10]=[CH:9]2)=[C:4]([F:14])[CH:3]=1. (2) Given the reactants [F:1][CH:2]1[C:6]([CH3:8])([CH3:7])[O:5][N:4]=[C:3]1[S:9]([CH2:12][C:13]1[CH:18]=[CH:17][CH:16]=[CH:15][C:14]=1[O:19][C:20]([F:23])([F:22])[F:21])(=[O:11])=[O:10].[Cl:24]N1C(=O)CCC1=O, predict the reaction product. The product is: [Cl:24][CH:12]([C:13]1[CH:18]=[CH:17][CH:16]=[CH:15][C:14]=1[O:19][C:20]([F:23])([F:22])[F:21])[S:9]([C:3]1[CH:2]([F:1])[C:6]([CH3:7])([CH3:8])[O:5][N:4]=1)(=[O:10])=[O:11]. (3) The product is: [CH:7]1([N:13]2[C:18](=[O:19])[CH2:17][C:16](=[O:21])[N:6]([C:1]([CH3:3])([CH3:2])[CH2:4][CH3:5])[C:14]2=[O:15])[CH2:12][CH2:11][CH2:10][CH2:9][CH2:8]1. Given the reactants [C:1]([NH2:6])([CH2:4][CH3:5])([CH3:3])[CH3:2].[CH:7]1([N:13]=[C:14]=[O:15])[CH2:12][CH2:11][CH2:10][CH2:9][CH2:8]1.[C:16](Cl)(=[O:21])[CH2:17][C:18](Cl)=[O:19], predict the reaction product. (4) Given the reactants [NH2:1][C:2]1[N:7]=[CH:6][NH:5][C:4](=[O:8])[C:3]=1[CH2:9][CH:10](OCC)OCC, predict the reaction product. The product is: [N:7]1[C:2]2[NH:1][CH:10]=[CH:9][C:3]=2[C:4](=[O:8])[NH:5][CH:6]=1. (5) Given the reactants Br[C:2]1[CH:3]=[C:4]2[C:8](=[CH:9][CH:10]=1)[N:7]([C:11]([O:13][C:14]([CH3:17])([CH3:16])[CH3:15])=[O:12])[CH2:6][CH2:5]2.[B:18]1([B:18]2[O:22][C:21]([CH3:24])([CH3:23])[C:20]([CH3:26])([CH3:25])[O:19]2)[O:22][C:21]([CH3:24])([CH3:23])[C:20]([CH3:26])([CH3:25])[O:19]1.C([O-])(=O)C.[K+], predict the reaction product. The product is: [CH3:25][C:20]1([CH3:26])[C:21]([CH3:24])([CH3:23])[O:22][B:18]([C:2]2[CH:3]=[C:4]3[C:8](=[CH:9][CH:10]=2)[N:7]([C:11]([O:13][C:14]([CH3:17])([CH3:16])[CH3:15])=[O:12])[CH2:6][CH2:5]3)[O:19]1. (6) The product is: [ClH:30].[NH2:1][C@@H:2]1[CH2:6][CH2:5][CH2:4][C@@H:3]1[NH:7][C:8](=[O:14])[C:27]1[C:26]([O:25][CH3:24])=[CH:34][CH:33]=[CH:32][C:31]=1[O:35][CH3:36]. Given the reactants [NH2:1][C@H:2]1[CH2:6][CH2:5][CH2:4][C@@H:3]1[NH:7][C:8](=[O:14])OC(C)(C)C.CCN(C(C)C)C(C)C.[CH3:24][O:25][C:26]1[CH:34]=[CH:33][CH:32]=[C:31]([O:35][CH3:36])[C:27]=1C([Cl:30])=O, predict the reaction product. (7) Given the reactants COC1C=CC(CN(CC2C=CC(OC)=CC=2)C2N=CC(C3C4CCNC=4N=C(N4CCOCC4)N=3)=CN=2)=CC=1.BrC1C=CC([C:48]([N:50]2[CH2:55][CH2:54][N:53]([CH3:56])[CH2:52][CH2:51]2)=[O:49])=CC=1C, predict the reaction product. The product is: [CH3:56][N:53]1[CH2:54][CH2:55][N:50]([CH:48]=[O:49])[CH2:51][CH2:52]1. (8) Given the reactants C[N:2](C)/[CH:3]=[C:4](/[C:10]1[C:11]([O:17][CH2:18][C@H:19]2[CH2:21][C@@H:20]2[C:22]2[CH:27]=[CH:26][C:25]([O:28][CH3:29])=[CH:24][N:23]=2)=[N:12][C:13]([CH3:16])=[N:14][CH:15]=1)\[C:5]([O:7]CC)=[O:6].C([O-])([O-])=O.[K+].[K+].Cl.NO, predict the reaction product. The product is: [CH3:29][O:28][C:25]1[CH:26]=[CH:27][C:22]([C@H:20]2[CH2:21][C@@H:19]2[CH2:18][O:17][C:11]2[C:10]([C:4]3[C:5](=[O:7])[O:6][NH:2][CH:3]=3)=[CH:15][N:14]=[C:13]([CH3:16])[N:12]=2)=[N:23][CH:24]=1.